From a dataset of Catalyst prediction with 721,799 reactions and 888 catalyst types from USPTO. Predict which catalyst facilitates the given reaction. (1) Product: [ClH:24].[CH:15](/[C:2]1[N:6]2[N:7]=[C:8]([NH:11][CH2:12][CH2:13][OH:14])[CH:9]=[CH:10][C:5]2=[N:4][CH:3]=1)=[CH:16]\[CH2:17][CH2:18][CH2:19][CH3:20]. The catalyst class is: 28. Reactant: Br[C:2]1[N:6]2[N:7]=[C:8]([NH:11][CH2:12][CH2:13][OH:14])[CH:9]=[CH:10][C:5]2=[N:4][CH:3]=1.[CH:15](/B(O)O)=[CH:16]\[CH2:17][CH2:18][CH2:19][CH3:20].[ClH:24]. (2) Reactant: [CH2:1]([N:3]1[C:11]2[C:6](=[C:7]([CH3:15])[CH:8]=[C:9]([N+:12]([O-])=O)[CH:10]=2)[CH:5]=[N:4]1)[CH3:2]. Product: [CH2:1]([N:3]1[C:11]2[C:6](=[C:7]([CH3:15])[CH:8]=[C:9]([NH2:12])[CH:10]=2)[CH:5]=[N:4]1)[CH3:2]. The catalyst class is: 153. (3) Reactant: [Si]([O:8][CH2:9][CH2:10][N:11]([CH2:38][CH2:39][O:40][Si](C(C)(C)C)(C)C)[C@@H:12]1[C:20]2[C:15](=[C:16]([C:21]3[N:25]=[C:24]([C:26]4[CH:27]=[CH:28][C:29]([O:34][CH:35]([CH3:37])[CH3:36])=[C:30]([CH:33]=4)[C:31]#[N:32])[S:23][N:22]=3)[CH:17]=[CH:18][CH:19]=2)[CH2:14][CH2:13]1)(C(C)(C)C)(C)C.[ClH:48]. Product: [ClH:48].[OH:8][CH2:9][CH2:10][N:11]([CH2:38][CH2:39][OH:40])[C@@H:12]1[C:20]2[C:15](=[C:16]([C:21]3[N:25]=[C:24]([C:26]4[CH:27]=[CH:28][C:29]([O:34][CH:35]([CH3:37])[CH3:36])=[C:30]([CH:33]=4)[C:31]#[N:32])[S:23][N:22]=3)[CH:17]=[CH:18][CH:19]=2)[CH2:14][CH2:13]1. The catalyst class is: 472. (4) Product: [NH2:8][CH2:16][C@@H:17]1[O:21][C:20](=[O:22])[N:19]([C:23]2[CH:28]=[CH:27][C:26]([N:29]3[CH2:30][CH2:31][O:32][CH2:33][CH2:34]3)=[C:25]([F:35])[CH:24]=2)[CH2:18]1. Reactant: C([N:8]([CH2:16][C@@H:17]1[O:21][C:20](=[O:22])[N:19]([C:23]2[CH:28]=[CH:27][C:26]([N:29]3[CH2:34][CH2:33][O:32][CH2:31][CH2:30]3)=[C:25]([F:35])[CH:24]=2)[CH2:18]1)CC1C=CC=CC=1)C1C=CC=CC=1.CCOCC.N#N.C(O)=O. The catalyst class is: 386. (5) Reactant: [C:1]1(=O)[C:12]2[C:4](=[CH:5][C:6]3[CH2:7][CH2:8][CH2:9][C:10]=3[CH:11]=2)[CH2:3][CH2:2]1.C([Li])CCC.CCCCCC.[NH4+].[Cl-]. Product: [CH2:7]1[C:6]2[C:10](=[CH:11][C:12]3[CH2:1][CH:2]=[CH:3][C:4]=3[CH:5]=2)[CH2:9][CH2:8]1. The catalyst class is: 32. (6) Reactant: Cl[C:2]1[N:7]=[C:6]([CH2:8][C:9]([N:11]2[C:19]3[C:14](=[C:15]([F:20])[CH:16]=[CH:17][CH:18]=3)[CH2:13][CH2:12]2)=[O:10])[NH:5][C:4](=[O:21])[CH:3]=1.[CH3:22][C:23]1[CH:28]=[C:27](B2OC(C)(C)C(C)(C)O2)[CH:26]=[CH:25][N:24]=1.O1CCOCC1.C(=O)([O-])[O-].[Cs+].[Cs+]. Product: [F:20][C:15]1[CH:16]=[CH:17][CH:18]=[C:19]2[C:14]=1[CH2:13][CH2:12][N:11]2[C:9](=[O:10])[CH2:8][C:6]1[NH:5][C:4](=[O:21])[CH:3]=[C:2]([C:27]2[CH:26]=[CH:25][N:24]=[C:23]([CH3:22])[CH:28]=2)[N:7]=1. The catalyst class is: 535. (7) Reactant: [N:1]1[CH:6]=[CH:5][C:4]([C@H:7]([OH:9])[CH3:8])=[CH:3][CH:2]=1.C(O)(=O)C. Product: [NH:1]1[CH2:6][CH2:5][CH:4]([C@H:7]([OH:9])[CH3:8])[CH2:3][CH2:2]1. The catalyst class is: 458. (8) Reactant: [CH:1]([NH:4][CH:5]([CH3:7])C)([CH3:3])C.[Li]CCCC.[CH3:13][C:14]1[CH2:19][CH2:18][CH2:17][CH2:16][N:15]=1.CSC1CCCN=1. Product: [N:4]1[CH2:1][CH2:3][CH2:7][C:5]=1[CH:13]=[C:14]1[CH2:19][CH2:18][CH2:17][CH2:16][NH:15]1. The catalyst class is: 1. (9) Reactant: Cl[C:2]1[O:6][N:5]=[C:4]([C:7]2[CH:12]=[CH:11][CH:10]=[CH:9][CH:8]=2)[C:3]=1[C:13]1[O:17][C:16]([C:18]2[CH:23]=[CH:22][C:21]([N:24]3[CH2:29][CH2:28][O:27][CH2:26][CH2:25]3)=[CH:20][C:19]=2[O:30][CH3:31])=[N:15][N:14]=1.[C-:32]#[N:33].[Na+].O. Product: [CH3:31][O:30][C:19]1[CH:20]=[C:21]([N:24]2[CH2:29][CH2:28][O:27][CH2:26][CH2:25]2)[CH:22]=[CH:23][C:18]=1[C:16]1[O:17][C:13]([C:3]2[C:4]([C:7]3[CH:12]=[CH:11][CH:10]=[CH:9][CH:8]=3)=[N:5][O:6][C:2]=2[C:32]#[N:33])=[N:14][N:15]=1. The catalyst class is: 3.